This data is from Reaction yield outcomes from USPTO patents with 853,638 reactions. The task is: Predict the reaction yield, written as a fraction of the theoretical maximum amount of product (1.0 means a 100% yield; for example, 0.34 means a 34% yield). (1) The reactants are [CH2:1]([N:3]1[CH:7]=[C:6]([C:8]([NH2:10])=O)[C:5]([CH3:11])=[N:4]1)[CH3:2].COC1C=CC(P2(SP(C3C=CC(OC)=CC=3)(=S)S2)=[S:21])=CC=1. The catalyst is C1(C)C=CC=CC=1. The product is [CH2:1]([N:3]1[CH:7]=[C:6]([C:8](=[S:21])[NH2:10])[C:5]([CH3:11])=[N:4]1)[CH3:2]. The yield is 0.240. (2) The reactants are [F-].C([N+](CCCC)(CCCC)CCCC)CCC.[C:19]([O:23][C:24]([NH:26][CH2:27][CH2:28][N:29]1[C:33]([C:34]([O:36][CH2:37][CH3:38])=[O:35])=[CH:32][C:31]([O:39][Si](C(C)(C)C)(C)C)=[N:30]1)=[O:25])([CH3:22])([CH3:21])[CH3:20]. The catalyst is C1COCC1.O. The product is [C:19]([O:23][C:24]([NH:26][CH2:27][CH2:28][N:29]1[C:33]([C:34]([O:36][CH2:37][CH3:38])=[O:35])=[CH:32][C:31]([OH:39])=[N:30]1)=[O:25])([CH3:22])([CH3:21])[CH3:20]. The yield is 0.830. (3) The reactants are Br[C:2]1[CH:3]=[C:4]([NH:10][C:11]2[CH:16]=[CH:15][C:14]([N:17]3[CH2:20][CH:19]([OH:21])[CH2:18]3)=[CH:13][N:12]=2)[C:5](=[O:9])[N:6]([CH3:8])[CH:7]=1.[C:22]([O:25][CH2:26][C:27]1[C:28]([N:42]2[N:51]=[CH:50][C:49]3[C:44](=[C:45]([F:56])[CH:46]=[C:47]([C:52]([CH3:55])([CH3:54])[CH3:53])[CH:48]=3)[C:43]2=[O:57])=[N:29][CH:30]=[CH:31][C:32]=1B1OC(C)(C)C(C)(C)O1)(=[O:24])[CH3:23].[O-]P([O-])([O-])=O.[K+].[K+].[K+].C([O-])(=O)C.[Na+]. The catalyst is C1C=CC(P(C2C=CC=CC=2)[C-]2C=CC=C2)=CC=1.C1C=CC(P(C2C=CC=CC=2)[C-]2C=CC=C2)=CC=1.Cl[Pd]Cl.[Fe+2].C(#N)C.O. The product is [C:22]([O:25][CH2:26][C:27]1[C:28]([N:42]2[N:51]=[CH:50][C:49]3[C:44](=[C:45]([F:56])[CH:46]=[C:47]([C:52]([CH3:54])([CH3:53])[CH3:55])[CH:48]=3)[C:43]2=[O:57])=[N:29][CH:30]=[CH:31][C:32]=1[C:2]1[CH:3]=[C:4]([NH:10][C:11]2[CH:16]=[CH:15][C:14]([N:17]3[CH2:20][CH:19]([OH:21])[CH2:18]3)=[CH:13][N:12]=2)[C:5](=[O:9])[N:6]([CH3:8])[CH:7]=1)(=[O:24])[CH3:23]. The yield is 0.270. (4) The reactants are [CH:1]([N:5]1[CH:10]=[CH:9][C:8]([C:11]([OH:13])=O)=[CH:7][C:6]1=[O:14])([CH2:3][CH3:4])[CH3:2].N1(O)C2C=CC=CC=2N=N1.Cl.CN(C)CCCN=C=NCC.C(N(CC)CC)C.[NH2:44][CH2:45][C:46]1[C:47]([OH:54])=[N:48][C:49]([CH3:53])=[CH:50][C:51]=1[CH3:52]. The catalyst is ClCCl.O. The product is [CH:1]([N:5]1[CH:10]=[CH:9][C:8]([C:11]([NH:44][CH2:45][C:46]2[C:47]([OH:54])=[N:48][C:49]([CH3:53])=[CH:50][C:51]=2[CH3:52])=[O:13])=[CH:7][C:6]1=[O:14])([CH2:3][CH3:4])[CH3:2]. The yield is 0.800. (5) The reactants are C([O:8][C:9](=[O:26])[CH:10]([O:17][NH:18][C:19]([O:21][C:22]([CH3:25])([CH3:24])[CH3:23])=[O:20])[C:11]1[CH:16]=[CH:15][CH:14]=[CH:13][CH:12]=1)C1C=CC=CC=1.[OH-].[Na+].Cl. The catalyst is CO. The product is [C:19]([NH:18][O:17][CH:10]([C:11]1[CH:16]=[CH:15][CH:14]=[CH:13][CH:12]=1)[C:9]([OH:26])=[O:8])([O:21][C:22]([CH3:25])([CH3:24])[CH3:23])=[O:20]. The yield is 0.290. (6) The reactants are [O:1]([C:8]1[CH:9]=[C:10]([CH:13]=[CH:14][CH:15]=1)[CH2:11]O)[C:2]1[CH:7]=[CH:6][CH:5]=[CH:4][CH:3]=1.[CH2:16]([N:18](CC)CC)C. The catalyst is C(OCC)(=O)C.CS(Cl)(=O)=O. The product is [O:1]([C:8]1[CH:9]=[C:10]([CH2:11][C:16]#[N:18])[CH:13]=[CH:14][CH:15]=1)[C:2]1[CH:7]=[CH:6][CH:5]=[CH:4][CH:3]=1. The yield is 0.320. (7) The reactants are [Br:1][C:2]1[CH:3]=[C:4]([NH:9]C(=O)C)[C:5]([CH3:8])=[N:6][CH:7]=1.C([O-])(=O)C.[K+].C(O)(=O)C.C(OC(=O)C)(=O)C.C(O[N:35]=O)CC(C)C.C(=O)(O)[O-].[Na+]. The catalyst is C(Cl)(Cl)Cl. The product is [Br:1][C:2]1[CH:3]=[C:4]2[NH:9][N:35]=[CH:8][C:5]2=[N:6][CH:7]=1. The yield is 0.770. (8) The reactants are [CH3:1][C:2]1[NH:3][C:4]([CH3:7])=[CH:5][CH:6]=1.N1C=CC=CC=1.[C:14](Cl)(Cl)=[O:15].C1(C)C=CC=CC=1.[Cl:25][C:26]1[N:31]=[N:30][C:29]([O:32][C:33]2[C:38]([CH3:39])=[CH:37][CH:36]=[CH:35][C:34]=2[CH:40]2[CH2:42][CH2:41]2)=[C:28]([OH:43])[CH:27]=1. The catalyst is O.C1(C)C=CC=CC=1. The product is [CH3:1][C:2]1[N:3]([C:14]([O:43][C:28]2[CH:27]=[C:26]([Cl:25])[N:31]=[N:30][C:29]=2[O:32][C:33]2[C:38]([CH3:39])=[CH:37][CH:36]=[CH:35][C:34]=2[CH:40]2[CH2:42][CH2:41]2)=[O:15])[C:4]([CH3:7])=[CH:5][CH:6]=1. The yield is 0.167.